Dataset: Catalyst prediction with 721,799 reactions and 888 catalyst types from USPTO. Task: Predict which catalyst facilitates the given reaction. (1) Reactant: [Br:1][C:2]1[N:3]=[C:4]2[C:10]([N+:11]([O-:13])=[O:12])=[CH:9][NH:8][C:5]2=[N:6][CH:7]=1.[H-].[Na+].[C:16](Cl)([C:29]1[CH:34]=[CH:33][CH:32]=[CH:31][CH:30]=1)([C:23]1[CH:28]=[CH:27][CH:26]=[CH:25][CH:24]=1)[C:17]1[CH:22]=[CH:21][CH:20]=[CH:19][CH:18]=1.O. Product: [Br:1][C:2]1[N:3]=[C:4]2[C:10]([N+:11]([O-:13])=[O:12])=[CH:9][N:8]([C:16]([C:17]3[CH:22]=[CH:21][CH:20]=[CH:19][CH:18]=3)([C:29]3[CH:30]=[CH:31][CH:32]=[CH:33][CH:34]=3)[C:23]3[CH:24]=[CH:25][CH:26]=[CH:27][CH:28]=3)[C:5]2=[N:6][CH:7]=1. The catalyst class is: 3. (2) Reactant: [O:1]=[C:2]1[CH2:11][CH2:10][C:9]2[C:4](=[CH:5][CH:6]=[C:7](B(O)O)[CH:8]=2)[NH:3]1.COC1C=CC=C(OC)C=1C1C=CC=CC=1P(C1CCCCC1)C1CCCCC1.Cl[C:45]1[CH:46]=[CH:47][C:48]([C:54]([F:57])([F:56])[F:55])=[C:49]([CH2:51][C:52]#[N:53])[CH:50]=1.P([O-])([O-])([O-])=O.[K+].[K+].[K+]. Product: [O:1]=[C:2]1[CH2:11][CH2:10][C:9]2[C:4](=[CH:5][CH:6]=[C:7]([C:45]3[CH:46]=[CH:47][C:48]([C:54]([F:55])([F:56])[F:57])=[C:49]([CH2:51][C:52]#[N:53])[CH:50]=3)[CH:8]=2)[NH:3]1. The catalyst class is: 38. (3) Reactant: Br[C:2]1[N:7]=[C:6]([CH3:8])[C:5]([CH:9]=[O:10])=[CH:4][CH:3]=1.[CH2:11]1[O:19][C:18]2[CH:17]=[CH:16][C:15]([OH:20])=[CH:14][C:13]=2[O:12]1.C([O-])([O-])=O.[K+].[K+]. Product: [O:19]1[C:18]2[CH:17]=[CH:16][C:15]([O:20][C:2]3[N:7]=[C:6]([CH3:8])[C:5]([CH:9]=[O:10])=[CH:4][CH:3]=3)=[CH:14][C:13]=2[O:12][CH2:11]1. The catalyst class is: 3.